From a dataset of Full USPTO retrosynthesis dataset with 1.9M reactions from patents (1976-2016). Predict the reactants needed to synthesize the given product. (1) Given the product [C:1]([O:5][C:6]([NH:7][CH:8]1[CH2:9][CH2:10][CH:11]([O:14][S:17]([CH3:16])(=[O:19])=[O:18])[CH2:12][CH2:13]1)=[O:15])([CH3:4])([CH3:2])[CH3:3], predict the reactants needed to synthesize it. The reactants are: [C:1]([O:5][C:6](=[O:15])[NH:7][CH:8]1[CH2:13][CH2:12][CH:11]([OH:14])[CH2:10][CH2:9]1)([CH3:4])([CH3:3])[CH3:2].[CH3:16][S:17](Cl)(=[O:19])=[O:18].C(N(CC)CC)C. (2) The reactants are: [OH:1][CH:2]1[CH2:7][CH2:6][N:5]([C:8]([N:10]2[CH2:15][CH:14]([C:16]3[CH:21]=[CH:20][C:19]([O:22][C:23]([F:26])([F:25])[F:24])=[CH:18][CH:17]=3)[CH2:13][CH:12]([C:27](O)=[O:28])[CH2:11]2)=[O:9])[CH2:4][CH2:3]1.O[N:31]=[C:32]([NH2:36])[CH:33]([CH3:35])[CH3:34]. Given the product [OH:1][CH:2]1[CH2:3][CH2:4][N:5]([C:8]([N:10]2[CH2:15][CH:14]([C:16]3[CH:17]=[CH:18][C:19]([O:22][C:23]([F:24])([F:25])[F:26])=[CH:20][CH:21]=3)[CH2:13][CH:12]([C:27]3[O:28][N:36]=[C:32]([CH:33]([CH3:35])[CH3:34])[N:31]=3)[CH2:11]2)=[O:9])[CH2:6][CH2:7]1, predict the reactants needed to synthesize it.